This data is from Reaction yield outcomes from USPTO patents with 853,638 reactions. The task is: Predict the reaction yield, written as a fraction of the theoretical maximum amount of product (1.0 means a 100% yield; for example, 0.34 means a 34% yield). The reactants are [Br:1][CH2:2][CH2:3]Br.[N:5]1([C:11]2[CH:12]=[CH:13][C:14]([N+:18]([O-:20])=[O:19])=[C:15]([OH:17])[CH:16]=2)[CH2:10][CH2:9][O:8][CH2:7][CH2:6]1.C(=O)([O-])[O-].[K+].[K+].C1(O)C=CC=CC=1.BrC(Br)C. The catalyst is C(#N)C.C(OCC)(=O)C. The product is [Br:1][CH2:2][CH2:3][O:17][C:15]1[CH:16]=[C:11]([N:5]2[CH2:6][CH2:7][O:8][CH2:9][CH2:10]2)[CH:12]=[CH:13][C:14]=1[N+:18]([O-:20])=[O:19]. The yield is 0.380.